From a dataset of Peptide-MHC class I binding affinity with 185,985 pairs from IEDB/IMGT. Regression. Given a peptide amino acid sequence and an MHC pseudo amino acid sequence, predict their binding affinity value. This is MHC class I binding data. (1) The peptide sequence is LPPNLAAST. The binding affinity (normalized) is 0. The MHC is HLA-B35:01 with pseudo-sequence HLA-B35:01. (2) The peptide sequence is FLAAECPFL. The MHC is HLA-B27:03 with pseudo-sequence HLA-B27:03. The binding affinity (normalized) is 0.0847. (3) The peptide sequence is LLLTIGLSLV. The MHC is HLA-A02:01 with pseudo-sequence HLA-A02:01. The binding affinity (normalized) is 0.874. (4) The peptide sequence is DPSRGRLGL. The MHC is Patr-A0701 with pseudo-sequence Patr-A0701. The binding affinity (normalized) is 0. (5) The binding affinity (normalized) is 0.178. The peptide sequence is LAKCNLDHD. The MHC is H-2-Db with pseudo-sequence H-2-Db. (6) The peptide sequence is ARIDARIDF. The MHC is HLA-A11:01 with pseudo-sequence HLA-A11:01. The binding affinity (normalized) is 0.0847.